From a dataset of Forward reaction prediction with 1.9M reactions from USPTO patents (1976-2016). Predict the product of the given reaction. Given the reactants [CH2:1]([O:3][C:4](=[O:27])[CH:5](Br)[C:6]([C:8]1[C:9]([CH:22]([OH:25])[CH2:23][CH3:24])=[N:10][N:11]([CH2:13][C:14]2[CH:19]=[CH:18][C:17]([O:20][CH3:21])=[CH:16][CH:15]=2)[CH:12]=1)=O)[CH3:2].[NH2:28][C:29]([NH2:31])=[S:30], predict the reaction product. The product is: [CH2:1]([O:3][C:4]([C:5]1[S:30][C:29]([NH2:31])=[N:28][C:6]=1[C:8]1[C:9]([CH:22]([OH:25])[CH2:23][CH3:24])=[N:10][N:11]([CH2:13][C:14]2[CH:19]=[CH:18][C:17]([O:20][CH3:21])=[CH:16][CH:15]=2)[CH:12]=1)=[O:27])[CH3:2].